Predict the reaction yield, written as a fraction of the theoretical maximum amount of product (1.0 means a 100% yield; for example, 0.34 means a 34% yield). From a dataset of Reaction yield outcomes from USPTO patents with 853,638 reactions. (1) The reactants are [C:9](O[C:9]([O:11][C:12]([CH3:15])([CH3:14])[CH3:13])=[O:10])([O:11][C:12]([CH3:15])([CH3:14])[CH3:13])=[O:10].C(N(CC)CC)C.[CH2:23]([O:25][C:26]([C:28]1[C:29]2[C:37](=[O:38])[CH2:36][CH2:35][CH2:34][CH2:33][C:30]=2[NH:31][CH:32]=1)=[O:27])[CH3:24].C(=O)(O)[O-].[Na+]. The catalyst is CN(C)C1C=CN=CC=1.ClCCl. The product is [CH2:23]([O:25][C:26]([C:28]1[C:29]2[C:37](=[O:38])[CH2:36][CH2:35][CH2:34][CH2:33][C:30]=2[N:31]([C:9]([O:11][C:12]([CH3:13])([CH3:14])[CH3:15])=[O:10])[CH:32]=1)=[O:27])[CH3:24]. The yield is 0.830. (2) The reactants are Cl[C:2]1[C:7]([F:8])=[C:6]([NH:9]C(=O)OC(C)(C)C)[CH:5]=[CH:4][N:3]=1.[CH3:17][N:18](C=O)C. The catalyst is [C-]#N.[C-]#N.[Zn+2].[Zn].C1C=CC(P(C2C=CC=CC=2)[C-]2C=CC=C2)=CC=1.C1C=CC(P(C2C=CC=CC=2)[C-]2C=CC=C2)=CC=1.[Fe+2].C1C=CC(/C=C/C(/C=C/C2C=CC=CC=2)=O)=CC=1.C1C=CC(/C=C/C(/C=C/C2C=CC=CC=2)=O)=CC=1.C1C=CC(/C=C/C(/C=C/C2C=CC=CC=2)=O)=CC=1.[Pd].[Pd]. The product is [NH2:9][C:6]1[CH:5]=[CH:4][N:3]=[C:2]([C:17]#[N:18])[C:7]=1[F:8]. The yield is 0.135. (3) The reactants are [H-].[Na+].[C:3]([O:10][CH3:11])(=[O:9])[CH2:4][C:5]([O:7][CH3:8])=[O:6].[Br:12][C:13]([CH2:15]Br)=[CH2:14]. The catalyst is CN(P(N(C)C)(N(C)C)=O)C. The product is [Br:12][C:13](=[CH2:14])[CH2:15][CH:4]([C:3]([O:10][CH3:11])=[O:9])[C:5]([O:7][CH3:8])=[O:6]. The yield is 0.650. (4) The reactants are [H-].[Na+].[CH3:3][N:4]([CH2:6][CH2:7][OH:8])[CH3:5].Cl[C:10]1[CH:15]=[C:14]([N:16]2[C:20]3[N:21]=[C:22]([N:50]4[CH2:55][CH2:54][O:53][CH2:52][CH2:51]4)[N:23]=[C:24]([C:25]4[CH:26]=[N:27][C:28]([N:31]([CH2:41][C:42]5[CH:47]=[CH:46][C:45]([O:48][CH3:49])=[CH:44][CH:43]=5)[CH2:32][C:33]5[CH:38]=[CH:37][C:36]([O:39][CH3:40])=[CH:35][CH:34]=5)=[N:29][CH:30]=4)[C:19]=3[CH2:18][CH2:17]2)[CH:13]=[CH:12][N:11]=1. The catalyst is C1(C)C=CC=CC=1. The product is [CH3:3][N:4]([CH3:5])[CH2:6][CH2:7][O:8][C:12]1[CH:13]=[C:14]([N:16]2[C:20]3[N:21]=[C:22]([N:50]4[CH2:51][CH2:52][O:53][CH2:54][CH2:55]4)[N:23]=[C:24]([C:25]4[CH:30]=[N:29][C:28]([N:31]([CH2:32][C:33]5[CH:38]=[CH:37][C:36]([O:39][CH3:40])=[CH:35][CH:34]=5)[CH2:41][C:42]5[CH:43]=[CH:44][C:45]([O:48][CH3:49])=[CH:46][CH:47]=5)=[N:27][CH:26]=4)[C:19]=3[CH2:18][CH2:17]2)[CH:15]=[CH:10][N:11]=1. The yield is 1.00. (5) The product is [Cl:1][C:2]1[CH:3]=[CH:4][C:5]([CH2:8][CH2:9][O:10][C:11]2[N:12]=[C:13]([NH2:50])[C:14]3[N:15]=[CH:16][N:17]([C:48]=3[N:49]=2)[C@@H:18]2[O:47][C@H:37]([CH2:38][OH:39])[C@@H:28]([OH:29])[C@H:19]2[OH:20])=[CH:6][CH:7]=1. The reactants are [Cl:1][C:2]1[CH:7]=[CH:6][C:5]([CH2:8][CH2:9][O:10][C:11]2[N:12]=[C:13]([NH2:50])[C:14]3[N:15]=[CH:16][N:17]([C:48]=3[N:49]=2)[C@@H:18]2[O:47][C@H:37]([CH2:38][O:39][Si](C(C)(C)C)(C)C)[C@@H:28]([O:29][Si](C(C)(C)C)(C)C)[C@H:19]2[O:20][Si](C(C)(C)C)(C)C)=[CH:4][CH:3]=1.CCCC[N+](CCCC)(CCCC)CCCC.[F-].C1COCC1. The yield is 0.460. The catalyst is CO. (6) The reactants are [Br:1][C:2]1[CH:7]=[C:6]([F:8])[CH:5]=[C:4]([Br:9])[C:3]=1I.C([Mg]Cl)(C)C.CN([CH:19]=[O:20])C. The catalyst is C1(C)C=CC=CC=1. The product is [Br:1][C:2]1[CH:7]=[C:6]([F:8])[CH:5]=[C:4]([Br:9])[C:3]=1[CH:19]=[O:20]. The yield is 0.540. (7) The reactants are [CH:1]1[C:13]2[CH:12]([CH2:14][O:15][C:16]([NH:18][C@@H:19]([CH:39]([CH3:41])[CH3:40])[C:20]([NH:22][C@@H:23]([CH2:27][CH2:28][CH2:29][CH2:30][NH:31][C:32]([O:34][C:35]([CH3:38])([CH3:37])[CH3:36])=[O:33])[C:24]([OH:26])=[O:25])=[O:21])=[O:17])[C:11]3[C:6](=[CH:7][CH:8]=[CH:9][CH:10]=3)[C:5]=2[CH:4]=[CH:3][CH:2]=1.CCN(C(C)C)C(C)C.[CH:51]1[CH:56]=[CH:55][C:54]([CH2:57]Br)=[CH:53][CH:52]=1.O. The catalyst is CN(C=O)C. The product is [CH:10]1[C:11]2[CH:12]([CH2:14][O:15][C:16]([NH:18][C@@H:19]([CH:39]([CH3:41])[CH3:40])[C:20]([NH:22][C@@H:23]([CH2:27][CH2:28][CH2:29][CH2:30][NH:31][C:32]([O:34][C:35]([CH3:36])([CH3:38])[CH3:37])=[O:33])[C:24]([O:26][CH2:57][C:54]3[CH:55]=[CH:56][CH:51]=[CH:52][CH:53]=3)=[O:25])=[O:21])=[O:17])[C:13]3[C:5](=[CH:4][CH:3]=[CH:2][CH:1]=3)[C:6]=2[CH:7]=[CH:8][CH:9]=1. The yield is 0.840. (8) The reactants are [CH3:1][O:2][C:3]1[C:8]([CH2:9][N:10]2[CH2:15][CH2:14][C:13]([CH2:21][CH2:22][C:23]3[CH:28]=[CH:27][CH:26]=[CH:25][CH:24]=3)([C:16](OCC)=[O:17])[CH2:12][CH2:11]2)=[CH:7][CH:6]=[CH:5][N:4]=1.[H-].C([Al+]CC(C)C)C(C)C.O.O.O.O.C(C(C(C([O-])=O)O)O)([O-])=O.[Na+].[K+].C(OCC)(=O)C. The catalyst is C(OCC)C. The product is [CH3:1][O:2][C:3]1[C:8]([CH2:9][N:10]2[CH2:11][CH2:12][C:13]([CH2:21][CH2:22][C:23]3[CH:24]=[CH:25][CH:26]=[CH:27][CH:28]=3)([CH2:16][OH:17])[CH2:14][CH2:15]2)=[CH:7][CH:6]=[CH:5][N:4]=1. The yield is 0.790. (9) The reactants are [C:1]([C:3]([C:6]1[CH:7]=[C:8]([CH:12]=[CH:13][CH:14]=1)[C:9]([OH:11])=O)([CH3:5])[CH3:4])#[N:2].O1CCCC1.C(Cl)(=O)C(Cl)=O.[NH2:26][C:27]1[CH:28]=[C:29]([CH:45]=[CH:46][CH:47]=1)[O:30][C:31]1[CH:32]=[CH:33][C:34]2[N:35]([CH:37]=[C:38]([C:40]([O:42]CC)=[O:41])[N:39]=2)[N:36]=1. The catalyst is CN1CCCC1=O.C(OCC)(=O)C.CN(C)C=O. The product is [C:1]([C:3]([C:6]1[CH:7]=[C:8]([CH:12]=[CH:13][CH:14]=1)[C:9]([NH:26][C:27]1[CH:28]=[C:29]([CH:45]=[CH:46][CH:47]=1)[O:30][C:31]1[CH:32]=[CH:33][C:34]2[N:35]([CH:37]=[C:38]([C:40]([OH:42])=[O:41])[N:39]=2)[N:36]=1)=[O:11])([CH3:4])[CH3:5])#[N:2]. The yield is 0.940.